From a dataset of Reaction yield outcomes from USPTO patents with 853,638 reactions. Predict the reaction yield, written as a fraction of the theoretical maximum amount of product (1.0 means a 100% yield; for example, 0.34 means a 34% yield). (1) The reactants are [F:1][C:2]1[C:7]([F:8])=[CH:6][CH:5]=[CH:4][C:3]=1[CH2:9][CH2:10][C:11](O)=O.C(Cl)(=O)C(Cl)=O.[CH2:20]([O:22][C:23](=[O:35])[CH2:24][NH:25][C:26]1[CH:31]=[CH:30][CH:29]=[CH:28][C:27]=1[C:32](=[O:34])[NH2:33])[CH3:21].N1C=CC=CC=1. The catalyst is ClCCl.CN(C=O)C.C1(C)C=CC=CC=1.CN(C)C1C=CN=CC=1. The product is [F:1][C:2]1[C:7]([F:8])=[CH:6][CH:5]=[CH:4][C:3]=1[CH2:9][CH2:10][C:11]1[N:25]([CH2:24][C:23]([O:22][CH2:20][CH3:21])=[O:35])[C:26]2[C:27]([C:32](=[O:34])[N:33]=1)=[CH:28][CH:29]=[CH:30][CH:31]=2. The yield is 0.820. (2) The reactants are [NH2:1][C:2]1[CH:12]=[CH:11][C:5]2[CH2:6][CH2:7][NH:8][CH2:9][CH2:10][C:4]=2[CH:3]=1.[CH2:13]([N:20]=[C:21]=[O:22])[C:14]1[CH:19]=[CH:18][CH:17]=[CH:16][CH:15]=1. The catalyst is C(Cl)(Cl)Cl. The product is [CH2:13]([NH:20][C:21]([N:8]1[CH2:7][CH2:6][C:5]2[CH:11]=[CH:12][C:2]([NH:1][C:21]([NH:20][CH2:13][C:14]3[CH:19]=[CH:18][CH:17]=[CH:16][CH:15]=3)=[O:22])=[CH:3][C:4]=2[CH2:10][CH2:9]1)=[O:22])[C:14]1[CH:19]=[CH:18][CH:17]=[CH:16][CH:15]=1. The yield is 0.290. (3) The reactants are [OH:1][C:2]1[CH:7]=[C:6]([O:8][CH2:9][CH2:10][O:11][CH3:12])[CH:5]=[CH:4][C:3]=1/[CH:13]=[CH:14]/[C:15]([O:17][CH2:18][CH3:19])=[O:16].[CH:20]1(O)[CH2:25][CH2:24][CH2:23][CH2:22][CH2:21]1.C(P(CCCC)CCCC)CCC.N(C(N1CCCCC1)=O)=NC(N1CCCCC1)=O. The catalyst is O1CCCC1. The product is [CH:20]1([O:1][C:2]2[CH:7]=[C:6]([O:8][CH2:9][CH2:10][O:11][CH3:12])[CH:5]=[CH:4][C:3]=2/[CH:13]=[CH:14]/[C:15]([O:17][CH2:18][CH3:19])=[O:16])[CH2:25][CH2:24][CH2:23][CH2:22][CH2:21]1. The yield is 0.830. (4) The reactants are [OH:1][CH2:2][CH2:3][N:4]([CH:22]([CH3:24])[CH3:23])[C:5]([C:7]1[S:8][C:9]2[CH2:10][CH2:11][O:12][C:13]3[CH:20]=[CH:19][C:18](Br)=[CH:17][C:14]=3[C:15]=2[N:16]=1)=[O:6].[CH3:25][C:26]1[C:31](B2OC(C)(C)C(C)(C)O2)=[CH:30][N:29]=[C:28]([NH2:41])[N:27]=1. No catalyst specified. The product is [OH:1][CH2:2][CH2:3][N:4]([CH:22]([CH3:24])[CH3:23])[C:5]([C:7]1[S:8][C:9]2[CH2:10][CH2:11][O:12][C:13]3[CH:20]=[CH:19][C:18]([C:31]4[C:26]([CH3:25])=[N:27][C:28]([NH2:41])=[N:29][CH:30]=4)=[CH:17][C:14]=3[C:15]=2[N:16]=1)=[O:6]. The yield is 0.0100. (5) The reactants are [O:1]1[C:6]2[CH:7]=[CH:8][C:9]([C:11]3[C:12]([C:19]4[S:20][CH:21]=[CH:22][CH:23]=4)=[N:13][N:14]([CH3:18])[C:15]=3[CH:16]=[O:17])=[CH:10][C:5]=2[CH2:4][CH2:3][CH2:2]1.[Cl:24]N1C(=O)CCC1=O. The catalyst is C(#N)C. The product is [Cl:24][C:21]1[S:20][C:19]([C:12]2[C:11]([C:9]3[CH:8]=[CH:7][C:6]4[O:1][CH2:2][CH2:3][CH2:4][C:5]=4[CH:10]=3)=[C:15]([CH:16]=[O:17])[N:14]([CH3:18])[N:13]=2)=[CH:23][CH:22]=1. The yield is 0.990. (6) The reactants are [CH:1]([C:3]1[CH:8]=[CH:7][C:6](B(O)O)=[CH:5][CH:4]=1)=[CH2:2].Br[C:13]1[CH:18]=[CH:17][CH:16]=[CH:15][N:14]=1.O1CCCC1.C(=O)([O-])[O-].[K+].[K+]. The catalyst is O.[Pd].C1(P(C2C=CC=CC=2)C2C=CC=CC=2)C=CC=CC=1.C1(P(C2C=CC=CC=2)C2C=CC=CC=2)C=CC=CC=1.C1(P(C2C=CC=CC=2)C2C=CC=CC=2)C=CC=CC=1.C1(P(C2C=CC=CC=2)C2C=CC=CC=2)C=CC=CC=1. The product is [CH:1]([C:3]1[CH:8]=[CH:7][C:6]([C:13]2[CH:18]=[CH:17][CH:16]=[CH:15][N:14]=2)=[CH:5][CH:4]=1)=[CH2:2]. The yield is 0.900.